This data is from Full USPTO retrosynthesis dataset with 1.9M reactions from patents (1976-2016). The task is: Predict the reactants needed to synthesize the given product. (1) Given the product [ClH:1].[CH3:28][O:27][C:25]1[C:24]([O:29][CH3:30])=[CH:23][C:14]2[C@H:15]3[C@H:10]([CH2:11][CH2:12][C:13]=2[CH:26]=1)[NH:9][CH2:22][C:21]1[CH:20]=[CH:19][CH:18]=[CH:17][C:16]3=1, predict the reactants needed to synthesize it. The reactants are: [ClH:1].C([N:9]1[CH2:22][C:21]2[CH:20]=[CH:19][CH:18]=[CH:17][C:16]=2[C@@H:15]2[C@@H:10]1[CH2:11][CH2:12][C:13]1[CH:26]=[C:25]([O:27][CH3:28])[C:24]([O:29][CH3:30])=[CH:23][C:14]=12)C1C=CC=CC=1.N. (2) Given the product [F:1][C:2]1[CH:12]=[CH:11][C:5]([C:6]2[N:9]=[C:33]([CH2:32][N:15]3[CH2:16][CH2:17][CH2:18][C:19]([C:26]4[CH:31]=[CH:30][CH:29]=[CH:28][CH:27]=4)([C:20]4[CH:25]=[CH:24][CH:23]=[CH:22][CH:21]=4)[C:14]3=[O:13])[O:8][N:7]=2)=[CH:4][CH:3]=1, predict the reactants needed to synthesize it. The reactants are: [F:1][C:2]1[CH:12]=[CH:11][C:5](/[C:6](=[N:9]/[H])/[NH:7][OH:8])=[CH:4][CH:3]=1.[O:13]=[C:14]1[C:19]([C:26]2[CH:31]=[CH:30][CH:29]=[CH:28][CH:27]=2)([C:20]2[CH:25]=[CH:24][CH:23]=[CH:22][CH:21]=2)[CH2:18][CH2:17][CH2:16][N:15]1[CH2:32][C:33](O)=O.Cl.C(N=C=NCCCN(C)C)C. (3) Given the product [C:1]([C:5]1[CH:6]=[C:7]([N:12]2[C:16]([CH2:17][CH:18]3[CH2:19][CH2:20][CH2:21][CH2:22][CH2:23]3)=[CH:15][C:14]([C:24]([O:26][CH3:27])=[O:25])=[N:13]2)[CH:8]=[C:9]([CH3:11])[CH:10]=1)([CH3:4])([CH3:2])[CH3:3], predict the reactants needed to synthesize it. The reactants are: [C:1]([C:5]1[CH:6]=[C:7]([N:12]2[C:16]([CH:17]=[C:18]3[CH2:23][CH2:22][CH2:21][CH2:20][CH2:19]3)=[CH:15][C:14]([C:24]([O:26][CH3:27])=[O:25])=[N:13]2)[CH:8]=[C:9]([CH3:11])[CH:10]=1)([CH3:4])([CH3:3])[CH3:2]. (4) Given the product [F:30][C:18]1[CH:19]=[C:20]([N:23]2[CH2:28][CH2:27][CH2:26][CH2:25][C:24]2=[O:29])[CH:21]=[CH:22][C:17]=1[NH:16][C:15]([C@H:9]1[CH2:10][C@@H:11]([O:13][CH3:14])[CH2:12][NH:8]1)=[O:31], predict the reactants needed to synthesize it. The reactants are: C(OC([N:8]1[CH2:12][C@H:11]([O:13][CH3:14])[CH2:10][C@@H:9]1[C:15](=[O:31])[NH:16][C:17]1[CH:22]=[CH:21][C:20]([N:23]2[CH2:28][CH2:27][CH2:26][CH2:25][C:24]2=[O:29])=[CH:19][C:18]=1[F:30])=O)(C)(C)C.C(O)(C(F)(F)F)=O. (5) The reactants are: C[O:2][C:3]([C:5]1[S:9][C:8]([N:10]2[CH2:15][CH2:14][N:13]([C:16]([O:18][C:19]([CH3:22])([CH3:21])[CH3:20])=[O:17])[CH2:12][CH2:11]2)=[N:7][CH:6]=1)=[O:4].O1CCCC1.[OH-].[Na+]. Given the product [C:3]([C:5]1[S:9][C:8]([N:10]2[CH2:15][CH2:14][N:13]([C:16]([O:18][C:19]([CH3:22])([CH3:21])[CH3:20])=[O:17])[CH2:12][CH2:11]2)=[N:7][CH:6]=1)([OH:4])=[O:2], predict the reactants needed to synthesize it. (6) Given the product [OH:14][C:12]1[C:7]([CH:3]2[CH2:4][CH2:5][CH2:6][C:2]2=[O:1])=[C:8]([OH:9])[N:26]=[CH:24][N:25]=1, predict the reactants needed to synthesize it. The reactants are: [O:1]=[C:2]1[CH2:6][CH2:5][CH2:4][CH:3]1[CH:7]([C:12]([O:14]C)=O)[C:8](OC)=[O:9].CC[O-].[Na+].C(O)(=O)C.[CH:24](=[NH:26])[NH2:25]. (7) Given the product [Cl:13][C:14]1[N:19]=[C:18]([N:20]([C:36]([O:38][C:39]([CH3:42])([CH3:41])[CH3:40])=[O:37])[N:21]([C:22]([O:24][C:25]([CH3:26])([CH3:27])[CH3:28])=[O:23])[C:29]([O:31][C:32]([CH3:33])([CH3:34])[CH3:35])=[O:30])[C:17]([F:43])=[C:16]([N:7]2[CH2:6][CH:5]([N:4]([CH3:12])[CH3:3])[CH2:9][C:8]2([CH3:11])[CH3:10])[N:15]=1, predict the reactants needed to synthesize it. The reactants are: Cl.Cl.[CH3:3][N:4]([CH3:12])[CH:5]1[CH2:9][C:8]([CH3:11])([CH3:10])[NH:7][CH2:6]1.[Cl:13][C:14]1[N:19]=[C:18]([N:20]([C:36]([O:38][C:39]([CH3:42])([CH3:41])[CH3:40])=[O:37])[N:21]([C:29]([O:31][C:32]([CH3:35])([CH3:34])[CH3:33])=[O:30])[C:22]([O:24][C:25]([CH3:28])([CH3:27])[CH3:26])=[O:23])[C:17]([F:43])=[C:16](Cl)[N:15]=1.C(N(CC)C(C)C)(C)C. (8) Given the product [CH:19]1([CH2:18][CH2:17][C@H:13]([NH:12][C:1](=[O:10])[C:2]2[CH:7]=[CH:6][CH:5]=[C:4]([O:8][CH3:9])[CH:3]=2)[C:14](=[O:16])[NH:28][CH2:27][CH2:25][N:35]2[C:36]3[C:32](=[C:31]([O:30][CH3:29])[CH:39]=[CH:38][CH:37]=3)[CH2:33][CH2:34]2)[CH2:24][CH2:23][CH2:22][CH2:21][CH2:20]1, predict the reactants needed to synthesize it. The reactants are: [C:1](Cl)(=[O:10])[C:2]1[CH:7]=[CH:6][CH:5]=[C:4]([O:8][CH3:9])[CH:3]=1.[NH2:12][C@@H:13]([CH2:17][CH2:18][CH:19]1[CH2:24][CH2:23][CH2:22][CH2:21][CH2:20]1)[C:14]([OH:16])=O.[CH2:25]([CH2:27][NH2:28])O.[CH3:29][O:30][C:31]1[CH:39]=[CH:38][CH:37]=[C:36]2[C:32]=1[CH2:33][CH2:34][NH:35]2.